Binary Classification. Given a T-cell receptor sequence (or CDR3 region) and an epitope sequence, predict whether binding occurs between them. From a dataset of TCR-epitope binding with 47,182 pairs between 192 epitopes and 23,139 TCRs. (1) The epitope is TEILPVSMTK. The TCR CDR3 sequence is CASSLRELVLGPGELFF. Result: 0 (the TCR does not bind to the epitope). (2) The epitope is RISNCVADY. The TCR CDR3 sequence is CASSTGQNSNQPQHF. Result: 1 (the TCR binds to the epitope). (3) The epitope is GILGFVFTL. The TCR CDR3 sequence is CSVAPSYNTGELFF. Result: 1 (the TCR binds to the epitope).